From a dataset of Forward reaction prediction with 1.9M reactions from USPTO patents (1976-2016). Predict the product of the given reaction. (1) Given the reactants [Cl:1][C:2]1[C:3]([C:22]2[N:27]=[C:26]([NH:28][C:29]3[CH:34]=[CH:33][N:32]=[CH:31][C:30]=3[C:35]([O:37]CC)=O)[CH:25]=[CH:24][N:23]=2)=[N:4][N:5]([CH2:10][C:11]2[C:16]([F:17])=[CH:15][C:14]([O:18][CH2:19][CH3:20])=[CH:13][C:12]=2[F:21])[C:6]=1[CH:7]1[CH2:9][CH2:8]1.[CH3:40][NH2:41], predict the reaction product. The product is: [Cl:1][C:2]1[C:3]([C:22]2[N:27]=[C:26]([NH:28][C:29]3[C:30]([C:35]([NH:41][CH3:40])=[O:37])=[CH:31][N:32]=[CH:33][CH:34]=3)[CH:25]=[CH:24][N:23]=2)=[N:4][N:5]([CH2:10][C:11]2[C:12]([F:21])=[CH:13][C:14]([O:18][CH2:19][CH3:20])=[CH:15][C:16]=2[F:17])[C:6]=1[CH:7]1[CH2:8][CH2:9]1. (2) Given the reactants [CH:1]([C:4]1[CH:9]=[CH:8][CH:7]=[C:6]([CH:10]([CH3:12])[CH3:11])[C:5]=1[NH:13][C:14]1[C:15]([NH2:20])=[CH:16][CH:17]=[CH:18][CH:19]=1)([CH3:3])[CH3:2].[OH2:21].[C:22]1([C:28]2NC3C=CC=CC=3N=2)[CH:27]=[CH:26][CH:25]=[CH:24][CH:23]=1.[C:46]1(N2[C:47]3[CH:48]=[CH:49][CH:50]=[CH:51][C:46]=3NC2)[CH:51]=[CH:50][CH:49]=[CH:48][CH:47]=1, predict the reaction product. The product is: [CH:25]1[C:26]2[C:47]3[CH:48]=[CH:49][CH:50]=[CH:51][C:46]=3[O:21][C:27]=2[C:22]([C:28]2[N:13]([C:5]3[C:4]([CH:1]([CH3:2])[CH3:3])=[CH:9][CH:8]=[CH:7][C:6]=3[CH:10]([CH3:12])[CH3:11])[C:14]3[CH:19]=[CH:18][CH:17]=[CH:16][C:15]=3[N:20]=2)=[CH:23][CH:24]=1.